This data is from Reaction yield outcomes from USPTO patents with 853,638 reactions. The task is: Predict the reaction yield, written as a fraction of the theoretical maximum amount of product (1.0 means a 100% yield; for example, 0.34 means a 34% yield). (1) The reactants are C([CH:8]([CH:10]1[CH2:14][C:13]2[CH:15]=[CH:16][CH:17]=[C:18]([C:19]3[CH:24]=[CH:23][CH:22]=[C:21]([O:25][CH3:26])[C:20]=3[O:27][CH3:28])[C:12]=2[O:11]1)[NH2:9])C1C=CC=CC=1.C(N(C(C)C)CC)(C)C.Cl[C:39]([O:41][CH2:42][C:43]1[CH:48]=[CH:47][CH:46]=[CH:45][CH:44]=1)=[O:40].C1(C2C3OC(CNC(=O)OCC4C=CC=CC=4)CC=3C=CC=2)CCCC1. No catalyst specified. The product is [CH2:42]([O:41][C:39](=[O:40])[NH:9][CH2:8][CH:10]1[CH2:14][C:13]2[CH:15]=[CH:16][CH:17]=[C:18]([C:19]3[CH:24]=[CH:23][CH:22]=[C:21]([O:25][CH3:26])[C:20]=3[O:27][CH3:28])[C:12]=2[O:11]1)[C:43]1[CH:48]=[CH:47][CH:46]=[CH:45][CH:44]=1. The yield is 0.910. (2) The reactants are [F:1][CH:2]([F:17])[O:3][C:4]1[CH:9]=[CH:8][C:7]([C:10]#[C:11][Si](C)(C)C)=[CH:6][C:5]=1[CH3:16].C(=O)([O-])[O-].[K+].[K+]. The catalyst is CO. The product is [F:1][CH:2]([F:17])[O:3][C:4]1[CH:9]=[CH:8][C:7]([C:10]#[CH:11])=[CH:6][C:5]=1[CH3:16]. The yield is 0.649. (3) The reactants are Br[C:2]1[CH:7]=[CH:6][C:5]([O:8][CH3:9])=[CH:4][C:3]=1[CH2:10][O:11]C(OCC)C.C([Li])CCC.C[O:23][B:24](OC)OC.Cl. The catalyst is C1COCC1. The product is [CH3:9][O:8][C:5]1[CH:6]=[CH:7][C:2]2[B:24]([OH:23])[O:11][CH2:10][C:3]=2[CH:4]=1. The yield is 0.400. (4) The reactants are [NH2:1][C:2]1[C:7]([C:8]#N)=[C:6]([CH:10]2[CH2:15][CH2:14][CH2:13][N:12]([C:16]([O:18][C:19]([CH3:22])([CH3:21])[CH3:20])=[O:17])[CH2:11]2)[CH:5]=[C:4]([C:23]2[C:28]([O:29][CH2:30][C:31]3[CH:36]=[CH:35][C:34]([O:37][CH3:38])=[CH:33][CH:32]=3)=[CH:27][CH:26]=[CH:25][C:24]=2[O:39][CH2:40][CH:41]2[CH2:43][CH2:42]2)N=1.S([O-])([O-])(=O)=O.[NH4+:49].[NH4+:50].[NH3:51].[CH:52](OCC)(OCC)OCC. The catalyst is CCO. The product is [NH2:49]/[CH:52]=[N:50]/[C:8]1[C:7]([C:2]#[N:1])=[C:6]([CH:10]2[CH2:15][CH2:14][CH2:13][N:12]([C:16]([O:18][C:19]([CH3:22])([CH3:21])[CH3:20])=[O:17])[CH2:11]2)[CH:5]=[C:4]([C:23]2[C:28]([O:29][CH2:30][C:31]3[CH:36]=[CH:35][C:34]([O:37][CH3:38])=[CH:33][CH:32]=3)=[CH:27][CH:26]=[CH:25][C:24]=2[O:39][CH2:40][CH:41]2[CH2:43][CH2:42]2)[N:51]=1. The yield is 0.890. (5) The reactants are CCN(C(C)C)C(C)C.[F:10][C:11]1[CH:12]=[C:13]([CH:17]=[C:18]([C:20]([F:23])([F:22])[F:21])[CH:19]=1)[C:14]([OH:16])=O.C1C=CC2N(O)N=NC=2C=1.CCN=C=NCCCN(C)C.Cl.[O:46]=[C:47]([N:64]1[CH2:69][CH2:68][NH:67][CH2:66][CH2:65]1)[CH2:48][NH:49][C:50]([C:52]1[CH:57]=[CH:56][C:55]([C:58]2[CH:63]=[CH:62][CH:61]=[CH:60][CH:59]=2)=[CH:54][CH:53]=1)=[O:51]. The catalyst is CN(C=O)C.O. The product is [F:10][C:11]1[CH:12]=[C:13]([CH:17]=[C:18]([C:20]([F:23])([F:22])[F:21])[CH:19]=1)[C:14]([N:67]1[CH2:66][CH2:65][N:64]([C:47](=[O:46])[CH2:48][NH:49][C:50]([C:52]2[CH:57]=[CH:56][C:55]([C:58]3[CH:63]=[CH:62][CH:61]=[CH:60][CH:59]=3)=[CH:54][CH:53]=2)=[O:51])[CH2:69][CH2:68]1)=[O:16]. The yield is 0.453. (6) The catalyst is CN(C=O)C. The yield is 0.910. The reactants are Cl[C:2]1[C:11]2[C:6](=[CH:7][CH:8]=[C:9]([Br:12])[CH:10]=2)[N:5]=[CH:4][CH:3]=1.[CH3:13][N:14]1[CH:18]=[N:17][N:16]=[C:15]1[SH:19].C(=O)([O-])[O-].[K+].[K+]. The product is [Br:12][C:9]1[CH:10]=[C:11]2[C:6](=[CH:7][CH:8]=1)[N:5]=[CH:4][CH:3]=[C:2]2[S:19][C:15]1[N:14]([CH3:13])[CH:18]=[N:17][N:16]=1.